Dataset: Forward reaction prediction with 1.9M reactions from USPTO patents (1976-2016). Task: Predict the product of the given reaction. (1) Given the reactants [NH:1]1[C:5]2=[N:6][CH:7]=[C:8]([NH:10][C:11]3[C:12]4[C:19]5[CH2:20][CH2:21][C@H:22]([C:24](O)=[O:25])[CH2:23][C:18]=5[S:17][C:13]=4[N:14]=[CH:15][N:16]=3)[CH:9]=[C:4]2[CH:3]=[N:2]1.[CH3:27][N:28]([CH3:35])[CH:29]1[CH2:34][CH2:33][NH:32][CH2:31][CH2:30]1, predict the reaction product. The product is: [CH3:27][N:28]([CH3:35])[CH:29]1[CH2:34][CH2:33][N:32]([C:24]([C@H:22]2[CH2:21][CH2:20][C:19]3[C:12]4[C:11]([NH:10][C:8]5[CH:9]=[C:4]6[CH:3]=[N:2][NH:1][C:5]6=[N:6][CH:7]=5)=[N:16][CH:15]=[N:14][C:13]=4[S:17][C:18]=3[CH2:23]2)=[O:25])[CH2:31][CH2:30]1. (2) Given the reactants [N:1]([CH:4]([CH3:27])[CH2:5][CH2:6][C@H:7]1[CH2:12][CH2:11][C@H:10]([N:13]2[CH:21]=[C:20]3[C:15]([CH:16]=[C:17]([O:22][CH2:23][CH:24]4[CH2:26][CH2:25]4)[CH:18]=[CH:19]3)=[N:14]2)[CH2:9][CH2:8]1)=[N+]=[N-].C1(P([C:41]2[CH:46]=CC=CC=2)C2C=CC=CC=2)C=CC=CC=1.[OH2:47], predict the reaction product. The product is: [CH:24]1([CH2:23][O:22][C:17]2[CH:18]=[CH:19][C:20]3[C:15]([CH:16]=2)=[N:14][N:13]([C@H:10]2[CH2:11][CH2:12][C@H:7]([CH2:6][CH2:5][CH:4]([NH:1][C:46](=[O:47])[CH3:41])[CH3:27])[CH2:8][CH2:9]2)[CH:21]=3)[CH2:26][CH2:25]1. (3) Given the reactants CC#N.[OH2:4].[C:5]1(/[CH:11]=[CH:12]/[C:13]2[CH:18]=[CH:17][CH:16]=[CH:15][CH:14]=2)[CH:10]=[CH:9][CH:8]=[CH:7][CH:6]=1.C(Cl)Cl, predict the reaction product. The product is: [C:5]1([C@H:11]2[C@H:12]([C:13]3[CH:14]=[CH:15][CH:16]=[CH:17][CH:18]=3)[O:4]2)[CH:10]=[CH:9][CH:8]=[CH:7][CH:6]=1. (4) Given the reactants [Cl:1][C:2]1[CH:7]=[C:6]([Cl:8])[C:5]([Cl:9])=[CH:4][C:3]=1S(Cl)(=O)=O.CN1C=CN=C1.[CH3:20][O:21][N:22]=[CH:23][C@@H:24]([F:49])[C@H:25]([O:39][CH2:40][C:41]1[CH:46]=[CH:45][C:44]([O:47][CH3:48])=[CH:43][CH:42]=1)[C@H:26]([OH:38])[CH2:27][O:28][CH2:29][C:30]1[CH:35]=[CH:34][C:33]([O:36][CH3:37])=[CH:32][CH:31]=1.C(=O)([O-])O.[Na+], predict the reaction product. The product is: [CH3:20][O:21][N:22]=[CH:23][C@@H:24]([F:49])[C@H:25]([O:39][CH2:40][C:41]1[CH:46]=[CH:45][C:44]([O:47][CH3:48])=[CH:43][CH:42]=1)[C@H:26]([O:38][C:3]1[CH:4]=[C:5]([Cl:9])[C:6]([Cl:8])=[CH:7][C:2]=1[Cl:1])[CH2:27][O:28][CH2:29][C:30]1[CH:35]=[CH:34][C:33]([O:36][CH3:37])=[CH:32][CH:31]=1. (5) Given the reactants [F:1][C:2]1[CH:7]=[CH:6][C:5]([CH2:8][CH:9]([C:11]2[CH:16]=[CH:15][C:14]([S:17]([C:20]3[CH:25]=[CH:24][CH:23]=[CH:22][CH:21]=3)(=[O:19])=[O:18])=[CH:13][CH:12]=2)O)=[CH:4][CH:3]=1.C(N(S(F)(F)[F:32])CC)C.C(=O)([O-])O.[Na+], predict the reaction product. The product is: [F:1][C:2]1[CH:7]=[CH:6][C:5]([CH2:8][CH:9]([F:32])[C:11]2[CH:16]=[CH:15][C:14]([S:17]([C:20]3[CH:25]=[CH:24][CH:23]=[CH:22][CH:21]=3)(=[O:19])=[O:18])=[CH:13][CH:12]=2)=[CH:4][CH:3]=1.